This data is from Acute oral toxicity (LD50) regression data from Zhu et al.. The task is: Regression/Classification. Given a drug SMILES string, predict its toxicity properties. Task type varies by dataset: regression for continuous values (e.g., LD50, hERG inhibition percentage) or binary classification for toxic/non-toxic outcomes (e.g., AMES mutagenicity, cardiotoxicity, hepatotoxicity). Dataset: ld50_zhu. (1) The rat oral LD50 is 1.95, given as -log10 of the dose in mol/kg body weight (higher means more acutely toxic). The molecule is C1CCC2OC2C1. (2) The molecule is CCCCCCCCCCCCCCSC#N. The rat oral LD50 is 1.23, given as -log10 of the dose in mol/kg body weight (higher means more acutely toxic). (3) The drug is CC(C)C(Br)C(=O)OC(C)C(Cl)(Cl)Cl. The rat oral LD50 is 2.44, given as -log10 of the dose in mol/kg body weight (higher means more acutely toxic).